This data is from Catalyst prediction with 721,799 reactions and 888 catalyst types from USPTO. The task is: Predict which catalyst facilitates the given reaction. (1) Reactant: Br[C:2]1[C:7]([CH2:8][CH3:9])=[C:6]([N:10]2[CH2:15][CH2:14][CH:13]([C:16]3[N:25]=[C:24]4[C:19]([CH2:20][CH2:21][CH2:22][NH:23]4)=[CH:18][CH:17]=3)[CH2:12][CH2:11]2)[N:5]=[CH:4][N:3]=1.[NH2:26][CH2:27][C@@H:28]([C:40]([O:42][C:43]([CH3:46])([CH3:45])[CH3:44])=[O:41])[NH:29][C:30]([O:32][CH2:33][C:34]1[CH:39]=[CH:38][CH:37]=[CH:36][CH:35]=1)=[O:31].[F-].[Cs+]. Product: [CH3:46][C:43]([O:42][C:40](=[O:41])[C@H:28]([CH2:27][NH:26][C:2]1[C:7]([CH2:8][CH3:9])=[C:6]([N:10]2[CH2:15][CH2:14][CH:13]([C:16]3[N:25]=[C:24]4[C:19]([CH2:20][CH2:21][CH2:22][NH:23]4)=[CH:18][CH:17]=3)[CH2:12][CH2:11]2)[N:5]=[CH:4][N:3]=1)[NH:29][C:30]([O:32][CH2:33][C:34]1[CH:39]=[CH:38][CH:37]=[CH:36][CH:35]=1)=[O:31])([CH3:44])[CH3:45]. The catalyst class is: 62. (2) Reactant: C(NC(C)C)(C)C.C([Li])CCC.[N:13]1([C:24]([O:26][C:27]([CH3:30])([CH3:29])[CH3:28])=[O:25])[CH2:18][CH2:17][CH:16]([C:19]([O:21][CH2:22][CH3:23])=[O:20])[CH2:15][CH2:14]1.[Br:31][C:32]1[CH:37]=[CH:36][CH:35]=[C:34]([CH2:38]Br)[N:33]=1.[Cl-].[NH4+]. Product: [Br:31][C:32]1[N:33]=[C:34]([CH2:38][C:16]2([C:19]([O:21][CH2:22][CH3:23])=[O:20])[CH2:15][CH2:14][N:13]([C:24]([O:26][C:27]([CH3:29])([CH3:28])[CH3:30])=[O:25])[CH2:18][CH2:17]2)[CH:35]=[CH:36][CH:37]=1. The catalyst class is: 188.